From a dataset of TCR-epitope binding with 47,182 pairs between 192 epitopes and 23,139 TCRs. Binary Classification. Given a T-cell receptor sequence (or CDR3 region) and an epitope sequence, predict whether binding occurs between them. (1) The epitope is YLDAYNMMI. The TCR CDR3 sequence is CASSFRTGTQETQYF. Result: 1 (the TCR binds to the epitope). (2) The epitope is LLWNGPMAV. The TCR CDR3 sequence is CASSGGQAYEQYF. Result: 1 (the TCR binds to the epitope). (3) The epitope is FLNGSCGSV. The TCR CDR3 sequence is CASSTFPGDSTDTQYF. Result: 1 (the TCR binds to the epitope). (4) Result: 0 (the TCR does not bind to the epitope). The TCR CDR3 sequence is CASSSDWDTEAFF. The epitope is FPPTSFGPL. (5) The epitope is FIAGLIAIV. The TCR CDR3 sequence is CASSYLGQGYEQYF. Result: 1 (the TCR binds to the epitope). (6) The epitope is YFPLQSYGF. The TCR CDR3 sequence is CASSRMGARDGYTF. Result: 0 (the TCR does not bind to the epitope). (7) The epitope is KMQRMLLEK. The TCR CDR3 sequence is CASSQGVLAGPGYKEQYF. Result: 0 (the TCR does not bind to the epitope). (8) The epitope is GTHWFVTQR. The TCR CDR3 sequence is CASSYAISYEQYF. Result: 0 (the TCR does not bind to the epitope). (9) The epitope is EEHVQIHTI. The TCR CDR3 sequence is CASSMTGESKGEQYF. Result: 0 (the TCR does not bind to the epitope). (10) The epitope is QYDPVAALF. The TCR CDR3 sequence is CASSIVSRDTQYF. Result: 0 (the TCR does not bind to the epitope).